From a dataset of Forward reaction prediction with 1.9M reactions from USPTO patents (1976-2016). Predict the product of the given reaction. (1) Given the reactants C(OC([NH:11][CH2:12][CH2:13][N:14]1[C:22]2[C:17](=[CH:18][CH:19]=[C:20]([C:23]([N:25]([CH:39]([CH3:41])[CH3:40])[C@@H:26]3[CH2:31][CH2:30][CH2:29][N:28]([C:32]([O:34][C:35]([CH3:38])([CH3:37])[CH3:36])=[O:33])[CH2:27]3)=[O:24])[CH:21]=2)[C:16]([CH3:43])([CH3:42])[C:15]1=[O:44])=O)C1C=CC=CC=1, predict the reaction product. The product is: [NH2:11][CH2:12][CH2:13][N:14]1[C:22]2[C:17](=[CH:18][CH:19]=[C:20]([C:23]([N:25]([CH:39]([CH3:40])[CH3:41])[C@@H:26]3[CH2:31][CH2:30][CH2:29][N:28]([C:32]([O:34][C:35]([CH3:36])([CH3:37])[CH3:38])=[O:33])[CH2:27]3)=[O:24])[CH:21]=2)[C:16]([CH3:42])([CH3:43])[C:15]1=[O:44]. (2) Given the reactants [Cl:1][C:2]1[N:7]=[C:6](Cl)[CH:5]=[CH:4][N:3]=1.[NH:9]1[CH2:14][CH2:13][CH2:12][CH:11]([NH:15][C:16](=[O:22])[O:17][C:18]([CH3:21])([CH3:20])[CH3:19])[CH2:10]1, predict the reaction product. The product is: [C:18]([O:17][C:16](=[O:22])[NH:15][CH:11]1[CH2:12][CH2:13][CH2:14][N:9]([C:6]2[CH:5]=[CH:4][N:3]=[C:2]([Cl:1])[N:7]=2)[CH2:10]1)([CH3:21])([CH3:19])[CH3:20]. (3) Given the reactants [OH:1][C:2]1[CH:7]=[CH:6][C:5]([CH2:8][CH:9]([C:15]2[S:16][CH:17]=[CH:18][CH:19]=2)[CH2:10][C:11]([O:13][CH3:14])=[O:12])=[CH:4][CH:3]=1.C1C=CC(P(C2C=CC=CC=2)C2C=CC=CC=2)=CC=1.[C:39]([O:43][C:44]([N:46]([C:48]1[N:53]=[C:52]([CH:54](O)[CH3:55])[CH:51]=[CH:50][CH:49]=1)[CH3:47])=[O:45])([CH3:42])([CH3:41])[CH3:40].CCOC(/N=N/C(OCC)=O)=O, predict the reaction product. The product is: [C:39]([O:43][C:44]([N:46]([C:48]1[N:53]=[C:52]([CH2:54][CH2:55][O:1][C:2]2[CH:3]=[CH:4][C:5]([CH2:8][CH:9]([C:15]3[S:16][CH:17]=[CH:18][CH:19]=3)[CH2:10][C:11]([O:13][CH3:14])=[O:12])=[CH:6][CH:7]=2)[CH:51]=[CH:50][CH:49]=1)[CH3:47])=[O:45])([CH3:42])([CH3:41])[CH3:40]. (4) The product is: [CH3:14][O:15][C:16]1[CH:17]=[CH:18][CH:19]=[C:20]2[C:25]=1[N:24]=[C:23](/[CH:26]=[CH:9]/[C:10]([OH:12])=[O:11])[CH:22]=[CH:21]2. Given the reactants [H-].[Na+].COP([CH2:9][C:10]([O:12]C)=[O:11])(OC)=O.[CH3:14][O:15][C:16]1[CH:17]=[CH:18][CH:19]=[C:20]2[C:25]=1[N:24]=[C:23]([CH:26]=O)[CH:22]=[CH:21]2.O.[OH-].[Li+], predict the reaction product.